Predict the reactants needed to synthesize the given product. From a dataset of Full USPTO retrosynthesis dataset with 1.9M reactions from patents (1976-2016). (1) Given the product [C:20]([O:19][C:17](=[O:16])[NH:11][CH2:10][CH2:9][C@@H:8]([C:5]1[CH:6]=[CH:7][C:2]([Br:1])=[CH:3][C:4]=1[O:14][CH3:15])[CH2:12][OH:13])([CH3:23])([CH3:22])[CH3:21], predict the reactants needed to synthesize it. The reactants are: [Br:1][C:2]1[CH:7]=[CH:6][C:5]([C@@H:8]([CH2:12][OH:13])[CH2:9][C:10]#[N:11])=[C:4]([O:14][CH3:15])[CH:3]=1.[O:16](C(OC(C)(C)C)=O)[C:17]([O:19][C:20]([CH3:23])([CH3:22])[CH3:21])=O.[BH4-].[Na+].C(NCC)C. (2) Given the product [F:10][C:8]1[CH:9]=[C:4]([CH2:15][C:14]([OH:17])=[O:16])[CH:5]=[C:6]([O:12][CH3:13])[C:7]=1[F:11], predict the reactants needed to synthesize it. The reactants are: C([C:4]1[CH:5]=[C:6]([O:12][CH3:13])[C:7]([F:11])=[C:8]([F:10])[CH:9]=1)C=C.[C:14]([OH:17])(=[O:16])[CH3:15].O=[O+][O-].O=O. (3) Given the product [CH2:10]([O:9][C:3](=[O:8])[CH2:4][C:5](=[O:6])[CH2:7][CH2:38][CH2:37][CH2:36][CH2:35][CH2:34][CH2:33][CH2:32][CH2:31][CH2:30][CH2:29][CH2:28][CH2:27][CH2:26][CH2:25][CH3:24])[CH3:11], predict the reactants needed to synthesize it. The reactants are: [H-].[Na+].[C:3]([O:9][CH2:10][CH3:11])(=[O:8])[CH2:4][C:5]([CH3:7])=[O:6].C([Li])CCC.CCCCCC.Br[CH2:24][CH2:25][CH2:26][CH2:27][CH2:28][CH2:29][CH2:30][CH2:31][CH2:32][CH2:33][CH2:34][CH2:35][CH2:36][CH2:37][CH2:38]C. (4) Given the product [F:21][C:20]([F:22])([F:23])[C:18]1[CH:19]=[C:14]([CH:15]=[C:16]([C:24]([F:27])([F:25])[F:26])[CH:17]=1)[CH2:13][N:2]1[CH2:3][CH2:4][C:5]2[C:10](=[CH:9][CH:8]=[C:7]([OH:11])[CH:6]=2)[CH2:1]1, predict the reactants needed to synthesize it. The reactants are: [CH2:1]1[C:10]2[C:5](=[CH:6][C:7]([OH:11])=[CH:8][CH:9]=2)[CH2:4][CH2:3][NH:2]1.Br[CH2:13][C:14]1[CH:19]=[C:18]([C:20]([F:23])([F:22])[F:21])[CH:17]=[C:16]([C:24]([F:27])([F:26])[F:25])[CH:15]=1.C([O-])([O-])=O.[K+].[K+]. (5) Given the product [F:12][C:13]1[CH:14]=[C:15]([N:29]2[CH2:30][CH2:31][O:32][CH2:33][CH2:34]2)[CH:16]=[C:17]([F:28])[C:18]=1[C:2]1[N:7]=[C:6]([C:8]([O:10][CH3:11])=[O:9])[CH:5]=[CH:4][CH:3]=1, predict the reactants needed to synthesize it. The reactants are: Br[C:2]1[N:7]=[C:6]([C:8]([O:10][CH3:11])=[O:9])[CH:5]=[CH:4][CH:3]=1.[F:12][C:13]1[CH:14]=[C:15]([N:29]2[CH2:34][CH2:33][O:32][CH2:31][CH2:30]2)[CH:16]=[C:17]([F:28])[C:18]=1B1OC(C)(C)C(C)(C)O1.COCCOC. (6) Given the product [N:1]1[C:9]2[CH:8]=[CH:7][N:6]=[CH:5][C:4]=2[NH:3][C:2]=1[C:10]1[C:18]2[N:17]3[CH:19]=[CH:20][CH:21]=[C:16]3[CH:15]([NH:22][C:32]([C:31]3[C:26]4[CH:25]=[CH:24][NH:23][C:27]=4[N:28]=[CH:29][CH:30]=3)=[O:33])[C:14]=2[CH:13]=[CH:12][CH:11]=1, predict the reactants needed to synthesize it. The reactants are: [N:1]1[C:9]2[CH:8]=[CH:7][N:6]=[CH:5][C:4]=2[NH:3][C:2]=1[C:10]1[C:18]2[N:17]3[CH:19]=[CH:20][CH:21]=[C:16]3[CH:15]([NH2:22])[C:14]=2[CH:13]=[CH:12][CH:11]=1.[NH:23]1[C:27]2[N:28]=[CH:29][CH:30]=[C:31]([C:32](O)=[O:33])[C:26]=2[CH:25]=[CH:24]1.Cl.CN(C)CCCN=C=NCC.ON1C2C=CC=CC=2N=N1. (7) Given the product [Cl:39][C:36]1[CH:37]=[CH:38][C:33]([O:32][CH2:31][CH2:30][N:20]2[N:19]=[C:18]([C:10]3[C:11]4[C:16](=[CH:15][CH:14]=[C:13]([F:17])[CH:12]=4)[N:8]([CH2:7][C:6]([OH:41])=[O:5])[C:9]=3[CH3:40])[C:23]3[CH:24]=[CH:25][CH:26]=[CH:27][C:22]=3[S:21]2(=[O:29])=[O:28])=[CH:34][CH:35]=1, predict the reactants needed to synthesize it. The reactants are: C([O:5][C:6](=[O:41])[CH2:7][N:8]1[C:16]2[C:11](=[CH:12][C:13]([F:17])=[CH:14][CH:15]=2)[C:10]([C:18]2[C:23]3[CH:24]=[CH:25][CH:26]=[CH:27][C:22]=3[S:21](=[O:29])(=[O:28])[N:20]([CH2:30][CH2:31][O:32][C:33]3[CH:38]=[CH:37][C:36]([Cl:39])=[CH:35][CH:34]=3)[N:19]=2)=[C:9]1[CH3:40])(C)(C)C.C(O)(C(F)(F)F)=O. (8) Given the product [CH2:1]([O:8][CH2:9][CH2:10][O:11][C:12]1[CH:21]=[CH:20][C:15]([C:16]([OH:18])=[O:17])=[C:14]([Cl:22])[CH:13]=1)[C:2]1[CH:3]=[CH:4][CH:5]=[CH:6][CH:7]=1, predict the reactants needed to synthesize it. The reactants are: [CH2:1]([O:8][CH2:9][CH2:10][O:11][C:12]1[CH:21]=[CH:20][C:15]([C:16]([O:18]C)=[O:17])=[C:14]([Cl:22])[CH:13]=1)[C:2]1[CH:7]=[CH:6][CH:5]=[CH:4][CH:3]=1.[OH-].[Na+].Cl.